Task: Predict the reactants needed to synthesize the given product.. Dataset: Full USPTO retrosynthesis dataset with 1.9M reactions from patents (1976-2016) The reactants are: C[O:2][C:3](=O)[C:4]1[CH:9]=[CH:8][CH:7]=[C:6]([NH:10][S:11]([CH2:14][CH2:15][CH3:16])(=[O:13])=[O:12])[C:5]=1[F:17].[AlH4-].[Li+]. Given the product [F:17][C:5]1[C:4]([CH2:3][OH:2])=[CH:9][CH:8]=[CH:7][C:6]=1[NH:10][S:11]([CH2:14][CH2:15][CH3:16])(=[O:13])=[O:12], predict the reactants needed to synthesize it.